Dataset: Experimentally validated miRNA-target interactions with 360,000+ pairs, plus equal number of negative samples. Task: Binary Classification. Given a miRNA mature sequence and a target amino acid sequence, predict their likelihood of interaction. (1) The miRNA is hsa-miR-211-5p with sequence UUCCCUUUGUCAUCCUUCGCCU. The protein sequence of the target gene is MASAPWPERVPRLLAPRLPSYPPPPPTVGLRSMEQEETYLELYLDQCAAQDGLAPPRSPLFSPVVPYDMYILNASNPDTAFNSNPEVKETSGDFSSVDLSFLPDEVTQENKDQPVISKHETEENSESQSPQSRLPSPSEQDVGLGLNSSSLSNSHSQLHPGDTDSVQPSPEKPNSDSLSLASITPMTPMTPISECCGIVPQLQNIVSTVNLACKLDLKKIALHAKNAEYNPKRFAAVIMRIREPRTTALIFSSGKMVCTGAKSEEQSRLAARKYARVVQKLGFPARFLDFKIQNMVGSCD.... Result: 1 (interaction). (2) The miRNA is hsa-miR-2116-3p with sequence CCUCCCAUGCCAAGAACUCCC. The protein sequence of the target gene is MPDELTEPGRATPARASSFLIENLLAAEAKGAGRATQGDGSREDEEEDDDDPEDEDAEQARRRRLQRRRQLLAGTGPGGEARARALLGPGALGLGPRPPPGPGPPFALGCGGAARWYPRAHGGYGGGLSPDTSDRDSPETGEEMGRAEGAWPRGPGPGAVQREAAELAARGPAAGTEEASELAEVPAAAGETRGGVGVGGGRKKKTRTVFSRSQVFQLESTFDLKRYLSSAERAGLAASLQLTETQVKIWFQNRRNKWKRQLAAELEAASLSPPGAQRLVRVPVLYHESPPAAAAAGPPA.... Result: 0 (no interaction).